Dataset: Reaction yield outcomes from USPTO patents with 853,638 reactions. Task: Predict the reaction yield, written as a fraction of the theoretical maximum amount of product (1.0 means a 100% yield; for example, 0.34 means a 34% yield). The reactants are [N+:1]([C:4]1[CH:9]=[C:8]([C:10]([F:13])([F:12])[F:11])[CH:7]=[CH:6][C:5]=1[N:14]1[CH:18]=[CH:17][CH:16]=[N:15]1)([O-])=O.N#N. The catalyst is CCO.[Pd]. The product is [N:14]1([C:5]2[CH:6]=[CH:7][C:8]([C:10]([F:12])([F:13])[F:11])=[CH:9][C:4]=2[NH2:1])[CH:18]=[CH:17][CH:16]=[N:15]1. The yield is 0.900.